This data is from Forward reaction prediction with 1.9M reactions from USPTO patents (1976-2016). The task is: Predict the product of the given reaction. (1) The product is: [NH:48]1[C:45]2=[N:46][CH:47]=[C:42]([C:9]3[CH:10]=[C:11]4[C:20]5([CH2:24][O:23][C:22]([NH2:25])=[N:21]5)[C:17]5([CH2:18][CH2:19]5)[CH2:16][O:15][C:12]4=[CH:13][CH:14]=3)[CH:43]=[C:44]2[CH:50]=[CH:49]1. Given the reactants CC1(C)C(C)(C)OB([C:9]2[CH:10]=[C:11]3[C:20]4([CH2:24][O:23][C:22]([N:25](C(OC(C)(C)C)=O)C(OC(C)(C)C)=O)=[N:21]4)[C:17]4([CH2:19][CH2:18]4)[CH2:16][O:15][C:12]3=[CH:13][CH:14]=2)O1.Br[C:42]1[CH:43]=[C:44]2[CH:50]=[CH:49][NH:48][C:45]2=[N:46][CH:47]=1.C([O-])([O-])=O.[Na+].[Na+], predict the reaction product. (2) Given the reactants [Na].[CH:2]1([OH:7])[CH2:6][CH2:5][CH2:4][CH2:3]1.[H][H].Cl[C:11]1[N:16]=[N:15][C:14]([NH2:17])=[CH:13][CH:12]=1, predict the reaction product. The product is: [CH:2]1([O:7][C:11]2[N:16]=[N:15][C:14]([NH2:17])=[CH:13][CH:12]=2)[CH2:6][CH2:5][CH2:4][CH2:3]1. (3) Given the reactants [NH2:1][C:2]1[CH:7]=[CH:6][C:5]([C:8]2[NH:9][C:10]([C@H:14]3[N:22]4[C:17](=[CH:18][C:19]([C:24]5[CH:29]=[C:28]([Cl:30])[CH:27]=[CH:26][C:25]=5[N:31]5[CH:35]=[N:34][N:33]=[N:32]5)=[CH:20][C:21]4=[O:23])[CH2:16][CH2:15]3)=[C:11]([Cl:13])[N:12]=2)=[CH:4][CH:3]=1.Cl[C:37]([O:39][CH2:40][CH2:41][CH2:42][O:43][CH3:44])=[O:38], predict the reaction product. The product is: [CH3:44][O:43][CH2:42][CH2:41][CH2:40][O:39][C:37](=[O:38])[NH:1][C:2]1[CH:3]=[CH:4][C:5]([C:8]2[NH:9][C:10]([C@H:14]3[N:22]4[C:17](=[CH:18][C:19]([C:24]5[CH:29]=[C:28]([Cl:30])[CH:27]=[CH:26][C:25]=5[N:31]5[CH:35]=[N:34][N:33]=[N:32]5)=[CH:20][C:21]4=[O:23])[CH2:16][CH2:15]3)=[C:11]([Cl:13])[N:12]=2)=[CH:6][CH:7]=1. (4) Given the reactants [Cl:1][C:2]1[CH:3]=[C:4]2[C:31]([CH3:32])=[N:30][NH:29][C:5]2=[C:6]2[C:11]=1[N:10]=[C:9]([C:12]1[N:13]([C:21]3[C:26]([Cl:27])=[CH:25][CH:24]=[CH:23][N:22]=3)[N:14]=[C:15]([C:17]([F:20])([F:19])[F:18])[CH:16]=1)[O:8][C:7]2=[O:28].Cl.[C:34]1([NH2:40])([CH:37]2[CH2:39][CH2:38]2)[CH2:36][CH2:35]1.C(N(CC)CC)C, predict the reaction product. The product is: [C:34]1([NH:40][C:7]([C:6]2[C:11]([NH:10][C:9]([C:12]3[N:13]([C:21]4[C:26]([Cl:27])=[CH:25][CH:24]=[CH:23][N:22]=4)[N:14]=[C:15]([C:17]([F:18])([F:20])[F:19])[CH:16]=3)=[O:8])=[C:2]([Cl:1])[CH:3]=[C:4]3[C:5]=2[NH:29][N:30]=[C:31]3[CH3:32])=[O:28])([CH:37]2[CH2:39][CH2:38]2)[CH2:36][CH2:35]1.